Dataset: Forward reaction prediction with 1.9M reactions from USPTO patents (1976-2016). Task: Predict the product of the given reaction. (1) Given the reactants C[Si]([C:5]#[C:6][C:7]1[C:8]([NH2:13])=[N:9][CH:10]=[CH:11][CH:12]=1)(C)C.C(=O)([O-])[O-].[K+].[K+].O, predict the reaction product. The product is: [C:6]([C:7]1[C:8]([NH2:13])=[N:9][CH:10]=[CH:11][CH:12]=1)#[CH:5]. (2) Given the reactants [Br:1][C:2]1[CH:9]=[CH:8][C:5]([CH2:6]Br)=[CH:4][CH:3]=1.CN(C)C=O.[CH3:15][S:16]([O-:18])=[O:17].[Na+], predict the reaction product. The product is: [Br:1][C:2]1[CH:9]=[CH:8][C:5]([CH2:6][S:16]([CH3:15])(=[O:18])=[O:17])=[CH:4][CH:3]=1. (3) Given the reactants NC1S[C:4]([C:7]([NH:9][C:10]2[C:15]([CH3:16])=[CH:14][CH:13]=[CH:12][C:11]=2[Cl:17])=[O:8])=[CH:5]N=1.[CH2:18]([O:20]C=CC(Cl)=O)[CH3:19].ClC1C=CC=C(C)C=1N.Cl, predict the reaction product. The product is: [Cl:17][C:11]1[CH:12]=[CH:13][CH:14]=[C:15]([CH3:16])[C:10]=1[NH:9][C:7](=[O:8])/[CH:4]=[CH:5]/[O:20][CH2:18][CH3:19]. (4) Given the reactants [C:1]([N:4]1[C:13]2[C:8](=[CH:9][C:10]([C:14]3[CH:22]=[CH:21][C:17]([C:18](O)=[O:19])=[CH:16][CH:15]=3)=[CH:11][CH:12]=2)[C@H:7]([NH:23][C:24]2[CH:29]=[CH:28][CH:27]=[CH:26][N:25]=2)[CH2:6][C@@H:5]1[CH3:30])(=[O:3])[CH3:2].C(Cl)CCl.C1C=CC2N(O)N=NC=2C=1.C(N1CCOCC1)C.[NH2:53][CH2:54][C@H:55]([OH:58])[CH2:56][OH:57], predict the reaction product. The product is: [C:1]([N:4]1[C:13]2[C:8](=[CH:9][C:10]([C:14]3[CH:22]=[CH:21][C:17]([C:18]([NH:53][CH2:54][C@H:55]([OH:58])[CH2:56][OH:57])=[O:19])=[CH:16][CH:15]=3)=[CH:11][CH:12]=2)[C@H:7]([NH:23][C:24]2[CH:29]=[CH:28][CH:27]=[CH:26][N:25]=2)[CH2:6][C@@H:5]1[CH3:30])(=[O:3])[CH3:2]. (5) Given the reactants [CH3:1][O:2][C:3](=[O:15])[C:4]1[C:9]([OH:10])=[CH:8][C:7]([OH:11])=[N:6][C:5]=1[CH2:12][O:13][CH3:14].[N+:16]([O-])([OH:18])=[O:17].O, predict the reaction product. The product is: [CH3:1][O:2][C:3](=[O:15])[C:4]1[C:9]([OH:10])=[C:8]([N+:16]([O-:18])=[O:17])[C:7]([OH:11])=[N:6][C:5]=1[CH2:12][O:13][CH3:14]. (6) Given the reactants [CH2:1]([C:3]1[C:8]([O:9][CH2:10][C:11](OC)=[O:12])=[CH:7][CH:6]=[C:5]([CH3:15])[N:4]=1)[CH3:2].[NH2:16][NH2:17], predict the reaction product. The product is: [CH2:1]([C:3]1[C:8]([O:9][CH2:10][C:11]([NH:16][NH2:17])=[O:12])=[CH:7][CH:6]=[C:5]([CH3:15])[N:4]=1)[CH3:2]. (7) Given the reactants [CH3:1][N:2]1CCOC[CH2:3]1.ON1C2C=CC=CC=2N=N1.Cl.C(N=C=NCCCN(C)C)C.Cl.CN(C)CC.[CH3:36][C:37]1[C:42]([CH:43]([C:53]2[C:58]([F:59])=[CH:57][CH:56]=[C:55]([F:60])[C:54]=2[F:61])[S:44]([CH2:47][CH2:48][C:49]([F:52])([F:51])[F:50])(=[O:46])=[O:45])=[CH:41][N:40]=[C:39]([C:62](O)=[O:63])[CH:38]=1, predict the reaction product. The product is: [CH3:1][N:2]([CH3:3])[C:62]([C:39]1[CH:38]=[C:37]([CH3:36])[C:42]([CH:43]([C:53]2[C:58]([F:59])=[CH:57][CH:56]=[C:55]([F:60])[C:54]=2[F:61])[S:44]([CH2:47][CH2:48][C:49]([F:50])([F:51])[F:52])(=[O:46])=[O:45])=[CH:41][N:40]=1)=[O:63].